This data is from Peptide-MHC class I binding affinity with 185,985 pairs from IEDB/IMGT. The task is: Regression. Given a peptide amino acid sequence and an MHC pseudo amino acid sequence, predict their binding affinity value. This is MHC class I binding data. (1) The binding affinity (normalized) is 0. The peptide sequence is CHEGINPNMS. The MHC is H-2-Db with pseudo-sequence H-2-Db. (2) The peptide sequence is ESAQPGLLSY. The MHC is HLA-A01:01 with pseudo-sequence HLA-A01:01. The binding affinity (normalized) is 0.607. (3) The peptide sequence is HVTGRWNWW. The MHC is HLA-A03:01 with pseudo-sequence HLA-A03:01. The binding affinity (normalized) is 0.0847. (4) The peptide sequence is HSLPRCWL. The MHC is H-2-Kb with pseudo-sequence H-2-Kb. The binding affinity (normalized) is 0.0498. (5) The peptide sequence is DTVLFNAGL. The MHC is HLA-B38:01 with pseudo-sequence HLA-B38:01. The binding affinity (normalized) is 0.0847. (6) The peptide sequence is WDQSLKPCV. The MHC is Mamu-A11 with pseudo-sequence Mamu-A11. The binding affinity (normalized) is 0.140. (7) The peptide sequence is PILPKLFIL. The MHC is HLA-A02:12 with pseudo-sequence HLA-A02:12. The binding affinity (normalized) is 0.297. (8) The peptide sequence is ADVRALGGL. The MHC is HLA-B27:05 with pseudo-sequence HLA-B27:05. The binding affinity (normalized) is 0. (9) The peptide sequence is IFLKPEETF. The MHC is HLA-A02:03 with pseudo-sequence HLA-A02:03. The binding affinity (normalized) is 0.0847.